This data is from Peptide-MHC class I binding affinity with 185,985 pairs from IEDB/IMGT. The task is: Regression. Given a peptide amino acid sequence and an MHC pseudo amino acid sequence, predict their binding affinity value. This is MHC class I binding data. The peptide sequence is SRISIYWTI. The MHC is HLA-A26:01 with pseudo-sequence HLA-A26:01. The binding affinity (normalized) is 0.0543.